Task: Predict which catalyst facilitates the given reaction.. Dataset: Catalyst prediction with 721,799 reactions and 888 catalyst types from USPTO (1) Reactant: [CH2:1]([O:3][C:4](=[O:21])[C:5]([CH2:19]C)([N:7]1[C:12]2[CH:13]=[C:14]([OH:17])[CH:15]=[CH:16][C:11]=2[O:10][CH2:9][C:8]1=[O:18])C)[CH3:2].[C:22]([O:26][C:27]([N:29]1[CH2:32][CH:31](OS(C)(=O)=O)[CH2:30]1)=[O:28])([CH3:25])([CH3:24])[CH3:23].C([O-])([O-])=O.[Cs+].[Cs+].O. Product: [C:22]([O:26][C:27]([N:29]1[CH2:32][CH:31]([O:17][C:14]2[CH:15]=[CH:16][C:11]3[O:10][CH2:9][C:8](=[O:18])[N:7]([CH:5]([C:4]([O:3][CH2:1][CH3:2])=[O:21])[CH3:19])[C:12]=3[CH:13]=2)[CH2:30]1)=[O:28])([CH3:25])([CH3:23])[CH3:24]. The catalyst class is: 3. (2) Reactant: C(OC([NH:8][NH:9][C:10](=[O:35])[C:11]1[CH:16]=[CH:15][C:14]([O:17][C@H:18]2[CH2:23][CH2:22][C@H:21]([C:24]([N:26]3[CH2:31][CH2:30][N:29]([CH:32]([CH3:34])[CH3:33])[CH2:28][CH2:27]3)=[O:25])[CH2:20][CH2:19]2)=[CH:13][CH:12]=1)=O)(C)(C)C.Cl. Product: [CH:32]([N:29]1[CH2:30][CH2:31][N:26]([C:24]([C@H:21]2[CH2:22][CH2:23][C@H:18]([O:17][C:14]3[CH:13]=[CH:12][C:11]([C:10]([NH:9][NH2:8])=[O:35])=[CH:16][CH:15]=3)[CH2:19][CH2:20]2)=[O:25])[CH2:27][CH2:28]1)([CH3:34])[CH3:33]. The catalyst class is: 169. (3) Reactant: Cl[C:2]1[CH:3]=[C:4]([C:9]2[N:13]3[C:14]4[N:22]=[C:21]([O:23][CH3:24])[CH:20]=[CH:19][C:15]=4[N:16]=[C:17]([CH3:18])[C:12]3=[C:11]([CH3:25])[N:10]=2)[CH:5]=[C:6](Cl)[CH:7]=1.[CH2:26]([NH:28][C:29](C1C=C(B(O)O)C=CC=1)=[O:30])[CH3:27].C([O-])([O-])=O.[K+].[K+]. Product: [CH2:26]([NH:28][C:29](=[O:30])[C:6]1[CH:7]=[CH:2][CH:3]=[C:4]([C:9]2[N:13]3[C:14]4[N:22]=[C:21]([O:23][CH3:24])[CH:20]=[CH:19][C:15]=4[N:16]=[C:17]([CH3:18])[C:12]3=[C:11]([CH3:25])[N:10]=2)[CH:5]=1)[CH3:27]. The catalyst class is: 73.